This data is from Catalyst prediction with 721,799 reactions and 888 catalyst types from USPTO. The task is: Predict which catalyst facilitates the given reaction. (1) Reactant: [OH:1]O.[CH3:3][O:4][C:5](=[O:36])[CH2:6][C@H:7]1[C:11]2[CH:12]=[CH:13][C:14]([O:16][C@H:17]3[C:25]4[C:20](=[C:21](B5OC(C)(C)C(C)(C)O5)[CH:22]=[CH:23][C:24]=4[F:26])[CH2:19][CH2:18]3)=[CH:15][C:10]=2[O:9][CH2:8]1.[OH-].[Na+]. Product: [CH3:3][O:4][C:5](=[O:36])[CH2:6][C@H:7]1[C:11]2[CH:12]=[CH:13][C:14]([O:16][C@H:17]3[C:25]4[C:20](=[C:21]([OH:1])[CH:22]=[CH:23][C:24]=4[F:26])[CH2:19][CH2:18]3)=[CH:15][C:10]=2[O:9][CH2:8]1. The catalyst class is: 15. (2) Reactant: F[C:2]1[CH:7]=[C:6]([O:8][CH3:9])[CH:5]=[CH:4][C:3]=1[C:10]1[NH:19][C:18](=[O:20])[C:17]2[C:12](=[CH:13][C:14]([O:23][CH3:24])=[CH:15][C:16]=2[O:21][CH3:22])[N:11]=1.Cl.Cl.[CH3:27][N:28]1[CH2:32][CH2:31][CH:30](N)[CH2:29]1.C[Si]([N-][Si](C)(C)C)(C)C.[Li+]. Product: [CH3:22][O:21][C:16]1[CH:15]=[C:14]([O:23][CH3:24])[CH:13]=[C:12]2[C:17]=1[C:18](=[O:20])[NH:19][C:10]([C:3]1[CH:4]=[CH:5][C:6]([O:8][CH3:9])=[CH:7][C:2]=1[CH:30]1[CH2:31][CH2:32][N:28]([CH3:27])[CH2:29]1)=[N:11]2. The catalyst class is: 20.